Dataset: Full USPTO retrosynthesis dataset with 1.9M reactions from patents (1976-2016). Task: Predict the reactants needed to synthesize the given product. (1) Given the product [O:29]=[C:27]1[NH:26][C:25](=[O:30])[CH:24]([CH2:23][C:20]2[CH:19]=[CH:18][C:17]([C:13]3[CH:14]=[CH:15][CH:16]=[C:11]([CH2:10][N:9]([CH3:8])[C:37](=[O:38])[C:36]4[CH:40]=[CH:41][C:33]([O:32][CH3:31])=[CH:34][CH:35]=4)[CH:12]=3)=[CH:22][CH:21]=2)[S:28]1, predict the reactants needed to synthesize it. The reactants are: FC(F)(F)C(O)=O.[CH3:8][NH:9][CH2:10][C:11]1[CH:12]=[C:13]([C:17]2[CH:22]=[CH:21][C:20]([CH2:23][CH:24]3[S:28][C:27](=[O:29])[NH:26][C:25]3=[O:30])=[CH:19][CH:18]=2)[CH:14]=[CH:15][CH:16]=1.[CH3:31][O:32][C:33]1[CH:41]=[CH:40][C:36]([C:37](Cl)=[O:38])=[CH:35][CH:34]=1. (2) Given the product [NH:12]1[CH2:13][CH2:14][CH:9]([C:8]2[C:3](=[O:2])[NH:4][CH:5]=[CH:6][CH:7]=2)[CH2:10][CH2:11]1, predict the reactants needed to synthesize it. The reactants are: C[O:2][C:3]1[C:8]([CH:9]2[CH2:14][CH2:13][N:12](C(OC(C)(C)C)=O)[CH2:11][CH2:10]2)=[CH:7][CH:6]=[CH:5][N:4]=1.Cl. (3) The reactants are: [O:1]=[S:2]1(=[O:23])[CH2:6][CH2:5][CH2:4][N:3]1[C:7]1[CH:12]=[CH:11][C:10]([C:13]23[CH2:21][CH:17]4[CH2:18][CH:19]([CH2:20]2)[C:15]([NH2:22])([CH2:16]4)[CH2:14]3)=[CH:9][CH:8]=1.C([O-])([O-])=O.[K+].[K+].Cl[CH2:31][C:32]([N:34]1[CH2:38][CH2:37][CH2:36][C@H:35]1[C:39]#[N:40])=[O:33]. Given the product [O:1]=[S:2]1(=[O:23])[CH2:6][CH2:5][CH2:4][N:3]1[C:7]1[CH:8]=[CH:9][C:10]([C:13]23[CH2:21][CH:17]4[CH2:16][C:15]([NH:22][CH2:31][C:32]([N:34]5[CH2:38][CH2:37][CH2:36][C@H:35]5[C:39]#[N:40])=[O:33])([CH2:14]2)[CH:19]([CH2:18]4)[CH2:20]3)=[CH:11][CH:12]=1, predict the reactants needed to synthesize it. (4) Given the product [ClH:48].[NH2:25][C@H:26]([C:30]1[N:11]([C:12]2[CH:13]=[CH:14][CH:15]=[CH:16][CH:17]=2)[C:3]2[C:4]([C:5]#[N:6])=[C:7]([F:10])[CH:8]=[CH:9][C:2]=2[N:1]=1)[CH3:27], predict the reactants needed to synthesize it. The reactants are: [NH2:1][C:2]1[C:3]([NH:11][C:12]2[CH:17]=[CH:16][CH:15]=[CH:14][CH:13]=2)=[C:4]([C:7]([F:10])=[CH:8][CH:9]=1)[C:5]#[N:6].C(OC([NH:25][C@@H:26]([CH3:30])[C:27](O)=O)=O)(C)(C)C.C1C=NC2N(O)N=NC=2C=1.CN1CCOCC1.[ClH:48].CN(C)CCCN=C=NCC. (5) Given the product [Cl:1][C:2]([C:4]12[CH2:13][C:8]3([O:14][Si:23]([CH3:25])([CH3:24])[CH3:22])[CH2:9][CH:10]([CH2:12][C:6]([C:15]([Cl:17])=[O:16])([CH2:7]3)[CH2:5]1)[CH2:11]2)=[O:3], predict the reactants needed to synthesize it. The reactants are: [Cl:1][C:2]([C:4]12[CH2:13][C:8]3([OH:14])[CH2:9][CH:10]([CH2:12][C:6]([C:15]([Cl:17])=[O:16])([CH2:7]3)[CH2:5]1)[CH2:11]2)=[O:3].CN(C)C.[CH3:22][Si:23](Cl)([CH3:25])[CH3:24].